This data is from Forward reaction prediction with 1.9M reactions from USPTO patents (1976-2016). The task is: Predict the product of the given reaction. (1) Given the reactants [CH3:1][O:2][C:3]([C:5]1[N:6]=[CH:7][C:8]2[C:13]([C:14]=1[OH:15])=[CH:12][CH:11]=[C:10]([Br:16])[CH:9]=2)=[O:4].C([O-])([O-])=O.[K+].[K+].[CH:23]1[CH:28]=[CH:27][C:26]([CH2:29]Br)=[CH:25][CH:24]=1, predict the reaction product. The product is: [CH2:29]([O:15][C:14]1[C:13]2[C:8](=[CH:9][C:10]([Br:16])=[CH:11][CH:12]=2)[CH:7]=[N:6][C:5]=1[C:3]([O:2][CH3:1])=[O:4])[C:26]1[CH:27]=[CH:28][CH:23]=[CH:24][CH:25]=1. (2) Given the reactants Cl[CH2:2][C:3]1[CH:8]=[C:7]([O:9][CH3:10])[C:6]([N+:11]([O-:13])=[O:12])=[CH:5][C:4]=1[F:14].[P:15]([O:22]CC)([O:19][CH2:20][CH3:21])[O:16][CH2:17][CH3:18], predict the reaction product. The product is: [F:14][C:4]1[CH:5]=[C:6]([N+:11]([O-:13])=[O:12])[C:7]([O:9][CH3:10])=[CH:8][C:3]=1[CH2:2][P:15](=[O:22])([O:19][CH2:20][CH3:21])[O:16][CH2:17][CH3:18]. (3) Given the reactants [NH2:1][C:2]1[CH:7]=[CH:6][C:5]([C:8]2[S:12][C:11]([CH2:13][CH2:14][CH2:15][C:16]([O:18][CH3:19])=[O:17])=[N:10][N:9]=2)=[CH:4][CH:3]=1.[N:20]([C:23]1[CH:28]=[CH:27][CH:26]=[C:25]([C:29]([F:32])([F:31])[F:30])[CH:24]=1)=[C:21]=[O:22], predict the reaction product. The product is: [F:30][C:29]([F:31])([F:32])[C:25]1[CH:24]=[C:23]([NH:20][C:21](=[O:22])[NH:1][C:2]2[CH:3]=[CH:4][C:5]([C:8]3[S:12][C:11]([CH2:13][CH2:14][CH2:15][C:16]([O:18][CH3:19])=[O:17])=[N:10][N:9]=3)=[CH:6][CH:7]=2)[CH:28]=[CH:27][CH:26]=1. (4) Given the reactants N(C(OCC)=O)=NC(OCC)=O.C1(P(C2C=CC=CC=2)C2C=CC=CC=2)C=CC=CC=1.[Cl:32]C1C=CC(C#N)=C(O)C=1.C(O)(=O)C(O)=O.[Cl:48][C:49]1[CH:56]=[CH:55][C:52]([C:53]#[N:54])=[C:51]([O:57][C@@H:58]([C:64]2[CH:69]=[CH:68][CH:67]=[CH:66][CH:65]=2)[CH2:59][CH2:60][CH2:61]NC)[CH:50]=1, predict the reaction product. The product is: [Cl:48][C:49]1[CH:56]=[CH:55][C:52]([C:53]#[N:54])=[C:51]([O:57][C@@H:58]([C:64]2[CH:69]=[CH:68][CH:67]=[CH:66][CH:65]=2)[CH2:59][CH2:60][CH2:61][Cl:32])[CH:50]=1. (5) Given the reactants [Cl:1][C:2]1[CH:7]=[CH:6][CH:5]=[C:4]([F:8])[C:3]=1[C:9]1[NH:13][C:12](=[O:14])[N:11]([C:15]2[CH:23]=[CH:22][C:18]([C:19]([OH:21])=O)=[CH:17][CH:16]=2)[N:10]=1.C(N(C(C)C)CC)(C)C.CN(C(ON1N=NC2C=CC=CC1=2)=[N+](C)C)C.[B-](F)(F)(F)F.[F:55][C:56]([F:68])([F:67])[C:57]1[CH:62]=[CH:61][CH:60]=[CH:59][C:58]=1[C:63]1([NH2:66])[CH2:65][CH2:64]1, predict the reaction product. The product is: [Cl:1][C:2]1[CH:7]=[CH:6][CH:5]=[C:4]([F:8])[C:3]=1[C:9]1[NH:13][C:12](=[O:14])[N:11]([C:15]2[CH:23]=[CH:22][C:18]([C:19]([NH:66][C:63]3([C:58]4[CH:59]=[CH:60][CH:61]=[CH:62][C:57]=4[C:56]([F:55])([F:67])[F:68])[CH2:65][CH2:64]3)=[O:21])=[CH:17][CH:16]=2)[N:10]=1. (6) Given the reactants FC(F)(F)C(O)=O.[NH:8]([C:12]1[CH:41]=[CH:40][C:15]([C:16]([O:18][C:19]2[CH:39]=[CH:38][C:22]3[C@@H:23]([CH2:26][C:27]([NH:29][C@H:30]([C:35]([OH:37])=[O:36])[CH2:31][C:32]([OH:34])=[O:33])=[O:28])[CH2:24][O:25][C:21]=3[CH:20]=2)=[O:17])=[CH:14][CH:13]=1)[C:9]([NH2:11])=[NH:10].C(#N)C, predict the reaction product. The product is: [NH:8]([C:12]1[CH:13]=[CH:14][C:15]([C:16]([O:18][C:19]2[CH:39]=[CH:38][C:22]3[C@@H:23]([CH2:26][C:27]([NH:29][C@H:30]([C:35]([OH:37])=[O:36])[CH2:31][C:32]([OH:34])=[O:33])=[O:28])[CH2:24][O:25][C:21]=3[CH:20]=2)=[O:17])=[CH:40][CH:41]=1)[C:9]([NH2:11])=[NH:10]. (7) The product is: [S:1]1(=[O:11])(=[O:10])[N:5]2[CH2:6][CH2:7][CH2:8][CH2:9][C@H:4]2[CH2:3][O:2]1. Given the reactants [S@@:1]1(=[O:10])[N:5]2[CH2:6][CH2:7][CH2:8][CH2:9][CH:4]2[CH2:3][O:2]1.[O-:11]I(=O)(=O)=O.[Na+].O, predict the reaction product. (8) Given the reactants Br[C:2]1[S:3][CH:4]=[CH:5][N:6]=1.[NH2:7][C:8]1[CH:9]=[CH:10][C:11]([CH2:15][CH2:16][CH3:17])=[C:12]([OH:14])[CH:13]=1.Cl, predict the reaction product. The product is: [CH2:15]([C:11]1[CH:10]=[CH:9][C:8]([NH:7][C:2]2[S:3][CH:4]=[CH:5][N:6]=2)=[CH:13][C:12]=1[OH:14])[CH2:16][CH3:17]. (9) Given the reactants [NH2:1][C:2]1[C:7](Cl)=[N:6][CH:5]=[CH:4][N:3]=1.[Si:9]([C:13]#[CH:14])([CH3:12])([CH3:11])[CH3:10].CCOC(C)=O, predict the reaction product. The product is: [CH3:10][Si:9]([C:13]#[C:14][C:7]1[C:2]([NH2:1])=[N:3][CH:4]=[CH:5][N:6]=1)([CH3:12])[CH3:11].